This data is from Catalyst prediction with 721,799 reactions and 888 catalyst types from USPTO. The task is: Predict which catalyst facilitates the given reaction. (1) Reactant: [CH3:1][C:2]1[CH:3]=[C:4]([NH2:11])[CH:5]=[CH:6][C:7]=1[N+:8]([O-:10])=[O:9].C(O[CH:15]=[C:16]([C:22]#[N:23])[C:17]([O:19][CH2:20][CH3:21])=[O:18])C.CN(C=O)C.C([O-])([O-])=O.[Cs+].[Cs+]. Product: [CH2:20]([O:19][C:17](=[O:18])[C:16]([C:22]#[N:23])=[CH:15][NH:11][C:4]1[CH:5]=[CH:6][C:7]([N+:8]([O-:10])=[O:9])=[C:2]([CH3:1])[CH:3]=1)[CH3:21]. The catalyst class is: 6. (2) Reactant: [O:1]1[C:5]2([CH2:10][CH2:9][CH:8]([N:11]3[CH2:15][CH2:14][CH2:13][C:12]3=[O:16])[CH2:7][CH2:6]2)[O:4][CH2:3][CH2:2]1.[Li+].CC([N-]C(C)C)C.Br[CH2:26][C:27]1[C:32]([Cl:33])=[CH:31][C:30]([O:34][CH3:35])=[CH:29][C:28]=1[Cl:36]. Product: [Cl:33][C:32]1[CH:31]=[C:30]([O:34][CH3:35])[CH:29]=[C:28]([Cl:36])[C:27]=1[CH2:26][CH:13]1[CH2:14][CH2:15][N:11]([CH:8]2[CH2:7][CH2:6][C:5]3([O:4][CH2:3][CH2:2][O:1]3)[CH2:10][CH2:9]2)[C:12]1=[O:16]. The catalyst class is: 7. (3) Reactant: C(OC([N:8]1[CH2:13][CH2:12][C@@H:11]([OH:14])[C@H:10]([CH2:15][O:16][C:17]2[N:18]=[N:19][C:20]([CH2:36][CH2:37][CH2:38][CH3:39])=[C:21]([C:23]3[CH:28]=[CH:27][C:26]([O:29][CH:30]4[CH2:35][CH2:34][CH2:33][CH2:32][CH2:31]4)=[CH:25][CH:24]=3)[CH:22]=2)[CH2:9]1)=O)(C)(C)C.Cl. Product: [CH2:36]([C:20]1[N:19]=[N:18][C:17]([O:16][CH2:15][C@H:10]2[C@H:11]([OH:14])[CH2:12][CH2:13][NH:8][CH2:9]2)=[CH:22][C:21]=1[C:23]1[CH:28]=[CH:27][C:26]([O:29][CH:30]2[CH2:35][CH2:34][CH2:33][CH2:32][CH2:31]2)=[CH:25][CH:24]=1)[CH2:37][CH2:38][CH3:39]. The catalyst class is: 135. (4) Reactant: [C:1]([C:5]1[CH:10]=[CH:9][C:8]([C:11]2[S:15][CH:14]=[C:13]([C:16](=[N:18][NH:19][C:20]([NH:22][C:23]3[CH:32]=[CH:31][C:26]([C:27]([O:29]C)=[O:28])=[C:25]([N+:33]([O-:35])=[O:34])[CH:24]=3)=[S:21])[CH3:17])[C:12]=2[OH:36])=[CH:7][CH:6]=1)([CH3:4])([CH3:3])[CH3:2].[OH-].[Na+].Cl.O. Product: [C:1]([C:5]1[CH:10]=[CH:9][C:8]([C:11]2[S:15][CH:14]=[C:13]([C:16](=[N:18][NH:19][C:20]([NH:22][C:23]3[CH:32]=[CH:31][C:26]([C:27]([OH:29])=[O:28])=[C:25]([N+:33]([O-:35])=[O:34])[CH:24]=3)=[S:21])[CH3:17])[C:12]=2[OH:36])=[CH:7][CH:6]=1)([CH3:2])([CH3:3])[CH3:4]. The catalyst class is: 32. (5) Reactant: [CH3:1][C:2]1[CH:3]=[CH:4][C:5]([CH2:8][C:9]#[N:10])=[N:6][CH:7]=1.B.O1CCCC1.Cl.O. Product: [CH3:1][C:2]1[CH:3]=[CH:4][C:5]([CH2:8][CH2:9][NH2:10])=[N:6][CH:7]=1. The catalyst class is: 1. (6) Reactant: O1CCCCC1[O:7][CH2:8][CH2:9][O:10][C:11]1[CH:16]=[CH:15][C:14]([N:17]2[C:21]3[CH:22]=[CH:23][C:24]([C:26]4[CH:36]=[CH:35][C:29]([C:30]([O:32]CC)=[O:31])=[CH:28][CH:27]=4)=[CH:25][C:20]=3[N:19]=[CH:18]2)=[CH:13][CH:12]=1.FC(F)(F)S(OC1C=CC2N(C3C=CC(OCCOC4CCCCO4)=CC=3)C=NC=2C=1)(=O)=O.[OH-].[Na+]. Product: [OH:7][CH2:8][CH2:9][O:10][C:11]1[CH:12]=[CH:13][C:14]([N:17]2[C:21]3[CH:22]=[CH:23][C:24]([C:26]4[CH:27]=[CH:28][C:29]([C:30]([OH:32])=[O:31])=[CH:35][CH:36]=4)=[CH:25][C:20]=3[N:19]=[CH:18]2)=[CH:15][CH:16]=1. The catalyst class is: 8.